Dataset: Reaction yield outcomes from USPTO patents with 853,638 reactions. Task: Predict the reaction yield, written as a fraction of the theoretical maximum amount of product (1.0 means a 100% yield; for example, 0.34 means a 34% yield). The reactants are [NH2:1][NH2:2].[Br:3][C:4]1[CH:13]=[CH:12][C:7]([C:8](=S)[NH:9][CH3:10])=[C:6](F)[CH:5]=1. The catalyst is CS(C)=O.C(OCC)(=O)C.O. The product is [Br:3][C:4]1[CH:5]=[C:6]2[C:7]([C:8]([NH:9][CH3:10])=[N:1][NH:2]2)=[CH:12][CH:13]=1. The yield is 0.540.